This data is from Reaction yield outcomes from USPTO patents with 853,638 reactions. The task is: Predict the reaction yield, written as a fraction of the theoretical maximum amount of product (1.0 means a 100% yield; for example, 0.34 means a 34% yield). The product is [F:19][CH2:18][CH2:17][N:13]1[C:12](=[O:15])[CH:11]=[CH:10][C:9]([C:6]2[CH:7]=[CH:8][C:3]([O:2][CH3:1])=[CH:4][CH:5]=2)=[N:14]1. The reactants are [CH3:1][O:2][C:3]1[CH:8]=[CH:7][C:6]([C:9]2[CH:10]=[CH:11][C:12](=[O:15])[NH:13][N:14]=2)=[CH:5][CH:4]=1.Br[CH2:17][CH2:18][F:19].[Na+].[I-].C(=O)([O-])[O-].[Cs+].[Cs+]. The catalyst is CC#N. The yield is 0.970.